Predict the product of the given reaction. From a dataset of Forward reaction prediction with 1.9M reactions from USPTO patents (1976-2016). Given the reactants [Br:1][C:2]1[CH:3]=[C:4]([F:13])[C:5]2[O:10][CH2:9][C:8](=[O:11])[NH:7][C:6]=2[CH:12]=1.C([O-])([O-])=O.[Cs+].[Cs+].[Cl:20][CH2:21][CH2:22][CH2:23]I, predict the reaction product. The product is: [Br:1][C:2]1[CH:3]=[C:4]([F:13])[C:5]2[O:10][CH2:9][C:8](=[O:11])[N:7]([CH2:23][CH2:22][CH2:21][Cl:20])[C:6]=2[CH:12]=1.